Task: Predict which catalyst facilitates the given reaction.. Dataset: Catalyst prediction with 721,799 reactions and 888 catalyst types from USPTO (1) Reactant: [CH:1]1([C:4]([N:6]2[CH2:11][CH2:10][C:9]([CH2:13][N:14]3[C:19](=[O:20])[C:18]4[S:21][N:22]=[C:23]([C:24]5[CH:29]=[CH:28][CH:27]=[C:26]([OH:30])[CH:25]=5)[C:17]=4[N:16]=[CH:15]3)([OH:12])[CH2:8][CH2:7]2)=[O:5])[CH2:3][CH2:2]1.O[CH2:32][CH2:33][N:34]1[CH2:38][CH2:37][NH:36][C:35]1=[O:39].C1(P(C2C=CC=CC=2)C2C=CC=CC=2)C=CC=CC=1.CCOC(/N=N/C(OCC)=O)=O. Product: [CH:1]1([C:4]([N:6]2[CH2:7][CH2:8][C:9]([CH2:13][N:14]3[C:19](=[O:20])[C:18]4[S:21][N:22]=[C:23]([C:24]5[CH:29]=[CH:28][CH:27]=[C:26]([O:30][CH2:32][CH2:33][N:34]6[CH2:38][CH2:37][NH:36][C:35]6=[O:39])[CH:25]=5)[C:17]=4[N:16]=[CH:15]3)([OH:12])[CH2:10][CH2:11]2)=[O:5])[CH2:3][CH2:2]1. The catalyst class is: 7. (2) Reactant: [Cl:1][C:2]1[CH:7]=[CH:6][CH:5]=[CH:4][C:3]=1[C:8]1[C:17]2[C:12](=[CH:13][CH:14]=[CH:15][CH:16]=2)[CH:11]=[C:10]([C:18](O)=[O:19])[N:9]=1.ClC1C=CC=CC=1C1C2C(=CC=CC=2)C=C(C)N=1.BrN1C(=O)CCC1=O.C(OOC(=O)C1C=CC=CC=1)(=O)C1C=CC=CC=1. Product: [Cl:1][C:2]1[CH:7]=[CH:6][CH:5]=[CH:4][C:3]=1[C:8]1[C:17]2[C:12](=[CH:13][CH:14]=[CH:15][CH:16]=2)[CH:11]=[C:10]([CH:18]=[O:19])[N:9]=1. The catalyst class is: 53. (3) Reactant: [Br:1][C:2]1[CH:3]=[C:4]([NH:8][C:9]2[C:18]3[C:13](=[CH:14][C:15](F)=[CH:16][CH:17]=3)[N:12]=[CH:11][N:10]=2)[CH:5]=[CH:6][CH:7]=1.[NH2:20][CH2:21][CH2:22][CH2:23][N:24]1[CH2:29][CH2:28][O:27][CH2:26][CH2:25]1.C([O-])(O)=O.[Na+]. Product: [Br:1][C:2]1[CH:3]=[C:4]([NH:8][C:9]2[C:18]3[C:13](=[CH:14][C:15]([NH:20][CH2:21][CH2:22][CH2:23][N:24]4[CH2:29][CH2:28][O:27][CH2:26][CH2:25]4)=[CH:16][CH:17]=3)[N:12]=[CH:11][N:10]=2)[CH:5]=[CH:6][CH:7]=1. The catalyst class is: 58.